Dataset: Peptide-MHC class II binding affinity with 134,281 pairs from IEDB. Task: Regression. Given a peptide amino acid sequence and an MHC pseudo amino acid sequence, predict their binding affinity value. This is MHC class II binding data. (1) The peptide sequence is SQDLELSWNLNFLQAY. The MHC is DRB1_1302 with pseudo-sequence DRB1_1302. The binding affinity (normalized) is 0.648. (2) The peptide sequence is SGHVIPACKNLSPSA. The MHC is HLA-DPA10103-DPB10401 with pseudo-sequence HLA-DPA10103-DPB10401. The binding affinity (normalized) is 0. (3) The peptide sequence is TPFPHRKGVLFNIQYVNYWF. The MHC is HLA-DPA10103-DPB10401 with pseudo-sequence HLA-DPA10103-DPB10401. The binding affinity (normalized) is 0.521. (4) The peptide sequence is GELPIVDKIDAAFKI. The MHC is DRB1_0404 with pseudo-sequence DRB1_0404. The binding affinity (normalized) is 0.525. (5) The peptide sequence is TRRFLPQILAECARR. The MHC is DRB1_0301 with pseudo-sequence DRB1_0301. The binding affinity (normalized) is 0.628. (6) The peptide sequence is ATSLDTMTQMNQAFR. The MHC is DRB1_0404 with pseudo-sequence DRB1_0404. The binding affinity (normalized) is 0.157.